The task is: Predict the product of the given reaction.. This data is from Forward reaction prediction with 1.9M reactions from USPTO patents (1976-2016). (1) Given the reactants [CH3:1][O:2][C:3](=[O:14])[CH2:4][C:5]1[CH:13]=[CH:12][C:8]([C:9]([OH:11])=O)=[CH:7][CH:6]=1.F[P-](F)(F)(F)(F)F.N1(OC(N(C)C)=[N+](C)C)C2N=CC=CC=2N=N1.[Cl:39][C:40]1[CH:45]=[CH:44][C:43]([CH2:46][CH2:47][NH2:48])=[CH:42][CH:41]=1, predict the reaction product. The product is: [Cl:39][C:40]1[CH:45]=[CH:44][C:43]([CH2:46][CH2:47][NH:48][C:9]([C:8]2[CH:7]=[CH:6][C:5]([CH2:4][C:3]([O:2][CH3:1])=[O:14])=[CH:13][CH:12]=2)=[O:11])=[CH:42][CH:41]=1. (2) Given the reactants [Cl:1][C:2]1[CH:7]=[CH:6][C:5]([C:8]2[CH:13]=[CH:12][C:11]([C:14]([OH:16])=O)=[CH:10][CH:9]=2)=[CH:4][CH:3]=1.[CH3:17][C:18]([NH2:33])([CH3:32])[CH2:19][C:20]1[CH:25]=[CH:24][C:23]([CH2:26][N:27]2[CH2:31][CH2:30][CH2:29][CH2:28]2)=[CH:22][CH:21]=1, predict the reaction product. The product is: [CH3:32][C:18]([NH:33][C:14]([C:11]1[CH:10]=[CH:9][C:8]([C:5]2[CH:4]=[CH:3][C:2]([Cl:1])=[CH:7][CH:6]=2)=[CH:13][CH:12]=1)=[O:16])([CH3:17])[CH2:19][C:20]1[CH:25]=[CH:24][C:23]([CH2:26][N:27]2[CH2:31][CH2:30][CH2:29][CH2:28]2)=[CH:22][CH:21]=1.